From a dataset of Full USPTO retrosynthesis dataset with 1.9M reactions from patents (1976-2016). Predict the reactants needed to synthesize the given product. (1) Given the product [CH3:31][C:28]1([C:26]([O:25][CH2:24][CH2:23][O:22][C:21]2[CH:32]=[CH:33][CH:34]=[C:19]([CH2:17][N:1]3[CH2:5][CH2:4][C@@H:3]([NH:6][C:7]4[CH:16]=[CH:15][CH:14]=[C:13]5[C:8]=4[CH:9]=[CH:10][N:11]=[CH:12]5)[CH2:2]3)[CH:20]=2)=[O:27])[CH2:30][CH2:29]1, predict the reactants needed to synthesize it. The reactants are: [NH:1]1[CH2:5][CH2:4][C@@H:3]([NH:6][C:7]2[C:8]3[CH:9]=[CH:10][N:11]=[CH:12][C:13]=3[CH:14]=[CH:15][CH:16]=2)[CH2:2]1.[CH:17]([C:19]1[CH:20]=[C:21]([CH:32]=[CH:33][CH:34]=1)[O:22][CH2:23][CH2:24][O:25][C:26]([C:28]1([CH3:31])[CH2:30][CH2:29]1)=[O:27])=O.C(O[BH-](OC(=O)C)OC(=O)C)(=O)C.[Na+]. (2) Given the product [CH:1]1([CH:4]([C:11]2[C:16]([F:17])=[CH:15][N:14]=[C:13]([OH:18])[CH:12]=2)[CH2:5][C:6]([O:8][CH2:9][CH3:10])=[O:7])[CH2:3][CH2:2]1, predict the reactants needed to synthesize it. The reactants are: [CH:1]1([CH:4]([C:11]2[C:16]([F:17])=[CH:15][N:14]=[C:13]([O:18]C)[CH:12]=2)[CH2:5][C:6]([O:8][CH2:9][CH3:10])=[O:7])[CH2:3][CH2:2]1.[Cl-].[NH+]1C=CC=CC=1.C(OCC)(=O)C.